Predict the reaction yield, written as a fraction of the theoretical maximum amount of product (1.0 means a 100% yield; for example, 0.34 means a 34% yield). From a dataset of Reaction yield outcomes from USPTO patents with 853,638 reactions. (1) The reactants are [CH2:1]([O:3][C:4](=[O:39])[C:5]1[CH:10]=[CH:9][C:8]([N:11]2[CH:15]=[C:14]([C:16]3[CH:21]=[CH:20][C:19]([Cl:22])=[CH:18][C:17]=3[Cl:23])[N:13]=[C:12]2/[CH:24]=[CH:25]/[C:26]2[CH:31]=[CH:30][C:29]([C:32]3[CH:37]=[CH:36][CH:35]=[C:34]([NH2:38])[CH:33]=3)=[CH:28][CH:27]=2)=[CH:7][CH:6]=1)[CH3:2].[CH3:40][S:41](Cl)(=[O:43])=[O:42]. No catalyst specified. The product is [CH2:1]([O:3][C:4](=[O:39])[C:5]1[CH:10]=[CH:9][C:8]([N:11]2[CH:15]=[C:14]([C:16]3[CH:21]=[CH:20][C:19]([Cl:22])=[CH:18][C:17]=3[Cl:23])[N:13]=[C:12]2/[CH:24]=[CH:25]/[C:26]2[CH:31]=[CH:30][C:29]([C:32]3[CH:37]=[CH:36][CH:35]=[C:34]([NH:38][S:41]([CH3:40])(=[O:43])=[O:42])[CH:33]=3)=[CH:28][CH:27]=2)=[CH:7][CH:6]=1)[CH3:2]. The yield is 0.750. (2) The reactants are [N:1]1([C:6]2[N:10]3[CH:11]=[C:12]([O:15][C@H:16]4[C:25]5[C:20](=[CH:21][CH:22]=[CH:23][CH:24]=5)[C@@H:19]([NH2:26])[CH2:18][CH2:17]4)[CH:13]=[CH:14][C:9]3=[N:8][N:7]=2)[CH2:5][CH2:4][CH2:3][CH2:2]1.ClC(Cl)(Cl)C[O:30][C:31](=O)[NH:32][C:33]1[N:34]([C:42]2[CH:47]=[CH:46][C:45]([CH3:48])=[CH:44][CH:43]=2)[N:35]=[C:36]([C:38]([CH3:41])([CH3:40])[CH3:39])[CH:37]=1.CCN(C(C)C)C(C)C. The catalyst is O1CCOCC1. The product is [C:38]([C:36]1[CH:37]=[C:33]([NH:32][C:31]([NH:26][C@@H:19]2[C:20]3[C:25](=[CH:24][CH:23]=[CH:22][CH:21]=3)[C@H:16]([O:15][C:12]3[CH:13]=[CH:14][C:9]4[N:10]([C:6]([N:1]5[CH2:5][CH2:4][CH2:3][CH2:2]5)=[N:7][N:8]=4)[CH:11]=3)[CH2:17][CH2:18]2)=[O:30])[N:34]([C:42]2[CH:47]=[CH:46][C:45]([CH3:48])=[CH:44][CH:43]=2)[N:35]=1)([CH3:41])([CH3:39])[CH3:40]. The yield is 0.200.